This data is from Reaction yield outcomes from USPTO patents with 853,638 reactions. The task is: Predict the reaction yield, written as a fraction of the theoretical maximum amount of product (1.0 means a 100% yield; for example, 0.34 means a 34% yield). The reactants are [CH3:1][C:2]1([CH3:28])[O:7][CH2:6][CH:5]([CH2:8][O:9][C:10]2[CH:15]=[CH:14][N:13]=[C:12]([CH2:16][S:17][C:18]3[NH:22][C:21]4[CH:23]=[CH:24][CH:25]=[CH:26][C:20]=4[N:19]=3)[C:11]=2[CH3:27])[CH2:4][O:3]1.ClC1C=CC=C(C(OO)=[O:37])C=1.C(=O)([O-])O.[Na+]. The catalyst is CO.C1(C)C=CC=CC=1. The product is [CH3:1][C:2]1([CH3:28])[O:3][CH2:4][CH:5]([CH2:8][O:9][C:10]2[CH:15]=[CH:14][N:13]=[C:12]([CH2:16][S:17]([C:18]3[NH:19][C:20]4[CH:26]=[CH:25][CH:24]=[CH:23][C:21]=4[N:22]=3)=[O:37])[C:11]=2[CH3:27])[CH2:6][O:7]1. The yield is 0.862.